Dataset: Catalyst prediction with 721,799 reactions and 888 catalyst types from USPTO. Task: Predict which catalyst facilitates the given reaction. Reactant: C[Al](C)C.[CH3:5][O:6][C:7]1[CH:8]=[C:9]([CH2:15][CH2:16][C:17]2[CH:18]=[C:19]([NH2:22])[NH:20][N:21]=2)[CH:10]=[C:11]([O:13][CH3:14])[CH:12]=1.[CH2:23]1[CH:28]2[CH2:29][CH2:30][CH2:31][CH2:32][N:27]2[CH2:26][CH2:25][N:24]1[C:33]1[N:38]=[CH:37][C:36]([C:39](OC)=[O:40])=[CH:35][N:34]=1. Product: [CH2:23]1[CH:28]2[CH2:29][CH2:30][CH2:31][CH2:32][N:27]2[CH2:26][CH2:25][N:24]1[C:33]1[N:38]=[CH:37][C:36]([C:39]([NH:22][C:19]2[NH:20][N:21]=[C:17]([CH2:16][CH2:15][C:9]3[CH:8]=[C:7]([O:6][CH3:5])[CH:12]=[C:11]([O:13][CH3:14])[CH:10]=3)[CH:18]=2)=[O:40])=[CH:35][N:34]=1. The catalyst class is: 11.